Dataset: Reaction yield outcomes from USPTO patents with 853,638 reactions. Task: Predict the reaction yield, written as a fraction of the theoretical maximum amount of product (1.0 means a 100% yield; for example, 0.34 means a 34% yield). (1) The reactants are [NH2:1][C:2]1[NH:6][N:5]=[C:4]([CH3:7])[C:3]=1[C:8]1[S:9][C:10]2[CH:16]=[C:15]([S:17](Cl)(=[O:19])=[O:18])[CH:14]=[CH:13][C:11]=2[N:12]=1.[Cl:21][C:22]1[CH:29]=[CH:28][C:25]([CH2:26][NH2:27])=[CH:24][CH:23]=1.CN1CCOCC1. The catalyst is CO. The product is [Cl:21][C:22]1[CH:29]=[CH:28][C:25]([CH2:26][NH:27][S:17]([C:15]2[CH:14]=[CH:13][C:11]3[N:12]=[C:8]([C:3]4[C:4]([CH3:7])=[N:5][NH:6][C:2]=4[NH2:1])[S:9][C:10]=3[CH:16]=2)(=[O:19])=[O:18])=[CH:24][CH:23]=1. The yield is 0.160. (2) The reactants are CN(OC)[C:3](=[O:18])[C:4]1[CH:9]=[CH:8][C:7]([O:10][CH3:11])=[CH:6][C:5]=1[C:12]#[C:13][CH2:14][CH:15]([CH3:17])[CH3:16].[CH2:21]([Mg]Cl)[C:22]1[CH:27]=[CH:26][CH:25]=[CH:24][CH:23]=1. The catalyst is C1COCC1. The product is [CH3:11][O:10][C:7]1[CH:8]=[CH:9][C:4]([C:3](=[O:18])[CH2:21][C:22]2[CH:27]=[CH:26][CH:25]=[CH:24][CH:23]=2)=[C:5]([C:12]#[C:13][CH2:14][CH:15]([CH3:16])[CH3:17])[CH:6]=1. The yield is 0.910. (3) The reactants are [NH2:1][C:2]1[C:16]([N+:17]([O-:19])=[O:18])=[CH:15][C:14]([Br:20])=[CH:13][C:3]=1[O:4][CH2:5][C:6](OC(C)(C)C)=[O:7].O.C1(C)C=CC(S(O)(=O)=O)=CC=1. The catalyst is C1(C)C=CC=CC=1. The product is [Br:20][C:14]1[CH:15]=[C:16]([N+:17]([O-:19])=[O:18])[C:2]2[NH:1][C:6](=[O:7])[CH2:5][O:4][C:3]=2[CH:13]=1. The yield is 0.990.